This data is from Catalyst prediction with 721,799 reactions and 888 catalyst types from USPTO. The task is: Predict which catalyst facilitates the given reaction. Reactant: [Cl:1][C:2]1[CH:3]=[C:4]([Cl:16])[C:5]2[O:10][C@H:9]([CH:11]([CH3:13])[CH3:12])[C:8](=[O:14])[NH:7][C:6]=2[CH:15]=1.C(=O)([O-])[O-].[K+].[K+].[C:23]([O:27][CH3:28])(=[O:26])[CH:24]=[CH2:25].C(O)(=O)CC(CC(O)=O)(C(O)=O)O. Product: [CH3:28][O:27][C:23](=[O:26])[CH2:24][CH2:25][N:7]1[C:6]2[CH:15]=[C:2]([Cl:1])[CH:3]=[C:4]([Cl:16])[C:5]=2[O:10][C@H:9]([CH:11]([CH3:12])[CH3:13])[C:8]1=[O:14]. The catalyst class is: 35.